From a dataset of Reaction yield outcomes from USPTO patents with 853,638 reactions. Predict the reaction yield, written as a fraction of the theoretical maximum amount of product (1.0 means a 100% yield; for example, 0.34 means a 34% yield). (1) The reactants are [CH:1]1[C:11]2[CH:10]=[CH:9][C:8]3[CH:12]=[CH:13][CH:14]=[CH:15][C:7]=3[CH:6]([O:16][CH2:17][CH2:18][OH:19])[C:5]=2[CH:4]=[CH:3][CH:2]=1.C(P(CCCC)CCCC)CCC.[CH2:33]([O:35][C:36](=[O:49])[CH:37]([O:46][CH2:47][CH3:48])[CH2:38][C:39]1[CH:44]=[CH:43][C:42](O)=[CH:41][CH:40]=1)[CH3:34].O. The catalyst is C1C=CC=CC=1. The product is [CH2:33]([O:35][C:36](=[O:49])[CH:37]([O:46][CH2:47][CH3:48])[CH2:38][C:39]1[CH:44]=[CH:43][C:42]([O:19][CH2:18][CH2:17][O:16][CH:6]2[C:7]3[CH:15]=[CH:14][CH:13]=[CH:12][C:8]=3[CH:9]=[CH:10][C:11]3[CH:1]=[CH:2][CH:3]=[CH:4][C:5]2=3)=[CH:41][CH:40]=1)[CH3:34]. The yield is 0.470. (2) The reactants are [CH3:1][O:2][C:3]1[CH:8]=[CH:7][C:6]([N:9]2[C:13]3[C:14](=[O:18])[NH:15][CH2:16][CH2:17][C:12]=3[C:11]([C:19]([F:22])([F:21])[F:20])=[N:10]2)=[CH:5][CH:4]=1.[H-].[Na+].Br[CH2:26][CH2:27][C:28]#[N:29]. The catalyst is CN(C)C=O. The product is [CH3:1][O:2][C:3]1[CH:4]=[CH:5][C:6]([N:9]2[C:13]3[C:14](=[O:18])[N:15]([CH2:26][CH2:27][C:28]#[N:29])[CH2:16][CH2:17][C:12]=3[C:11]([C:19]([F:22])([F:20])[F:21])=[N:10]2)=[CH:7][CH:8]=1. The yield is 0.880. (3) The reactants are [NH:1](C(OC(C)(C)C)=O)[C@H:2]([C:8]([NH:10][C@H:11]([C:29]([N:31]1[CH2:70][CH2:69][CH2:68][C@H:32]1[C:33]([NH:35][C@H:36]([C:38]([NH:40][C@H:41]([C:58]([O:60]CC1C=CC=CC=1)=[O:59])[CH2:42][CH2:43][CH2:44][CH2:45][NH:46]C(OCC1C=CC=CC=1Cl)=O)=[O:39])[CH3:37])=[O:34])=[O:30])[CH2:12][CH2:13][CH2:14][NH:15][C:16](=[NH:28])[NH:17]S(C1C=CC(C)=CC=1)(=O)=O)=[O:9])[CH2:3][CH2:4][C:5](=[O:7])[NH2:6].C1(OC)C=CC=CC=1. No catalyst specified. The product is [NH2:1][C@H:2]([C:8]([NH:10][C@H:11]([C:29]([N:31]1[CH2:70][CH2:69][CH2:68][C@H:32]1[C:33]([NH:35][C@H:36]([C:38]([NH:40][C@H:41]([C:58]([OH:60])=[O:59])[CH2:42][CH2:43][CH2:44][CH2:45][NH2:46])=[O:39])[CH3:37])=[O:34])=[O:30])[CH2:12][CH2:13][CH2:14][NH:15][C:16](=[NH:17])[NH2:28])=[O:9])[CH2:3][CH2:4][C:5](=[O:7])[NH2:6]. The yield is 0.980.